Dataset: Full USPTO retrosynthesis dataset with 1.9M reactions from patents (1976-2016). Task: Predict the reactants needed to synthesize the given product. Given the product [Cl:15][C:16]1[CH:17]=[C:18]([NH:23][C:24]2[C:25]3[N:33]=[C:32]([NH:34][CH2:35][CH2:36][N:37]4[CH2:42][CH2:41][N:40]([CH2:9][C:10]([O:12][CH2:13][CH3:14])=[O:11])[CH2:39][CH2:38]4)[N:31]=[CH:30][C:26]=3[N:27]=[CH:28][N:29]=2)[CH:19]=[CH:20][C:21]=1[F:22], predict the reactants needed to synthesize it. The reactants are: C(N(CC)CC)C.Br[CH2:9][C:10]([O:12][CH2:13][CH3:14])=[O:11].[Cl:15][C:16]1[CH:17]=[C:18]([NH:23][C:24]2[C:25]3[N:33]=[C:32]([NH:34][CH2:35][CH2:36][N:37]4[CH2:42][CH2:41][NH:40][CH2:39][CH2:38]4)[N:31]=[CH:30][C:26]=3[N:27]=[CH:28][N:29]=2)[CH:19]=[CH:20][C:21]=1[F:22].